Dataset: Full USPTO retrosynthesis dataset with 1.9M reactions from patents (1976-2016). Task: Predict the reactants needed to synthesize the given product. Given the product [S:27]1[C:23]([C:2]2[C:3]3[S:17][CH:16]=[CH:15][C:4]=3[N:5]=[C:6]([C:8]3[CH:9]=[C:10]([OH:14])[CH:11]=[CH:12][CH:13]=3)[N:7]=2)=[CH:24][N:25]=[CH:26]1, predict the reactants needed to synthesize it. The reactants are: Br[C:2]1[C:3]2[S:17][CH:16]=[CH:15][C:4]=2[N:5]=[C:6]([C:8]2[CH:9]=[C:10]([OH:14])[CH:11]=[CH:12][CH:13]=2)[N:7]=1.C([Sn](CCCC)(CCCC)[C:23]1[S:27][CH:26]=[N:25][CH:24]=1)CCC.